This data is from Reaction yield outcomes from USPTO patents with 853,638 reactions. The task is: Predict the reaction yield, written as a fraction of the theoretical maximum amount of product (1.0 means a 100% yield; for example, 0.34 means a 34% yield). (1) The reactants are [CH3:1][C:2]1[CH:7]=[CH:6][C:5]([S:8]([O:11][CH2:12][CH2:13][O:14][CH2:15][CH2:16][CH2:17][O:18][CH2:19][C:20]([OH:22])=O)(=[O:10])=[O:9])=[CH:4][CH:3]=1.CCN=C=NCCCN(C)C.C1C=CC2N(O)N=NC=2C=1.CCN(C(C)C)C(C)C.[NH2:53][C@@H:54]([C:79]([CH3:82])([CH3:81])[CH3:80])[C:55]([N:57]1[CH2:61][C@H:60]([OH:62])[CH2:59][C@H:58]1[C:63]([NH:65][CH2:66][C:67]1[CH:72]=[CH:71][C:70]([C:73]2[S:77][CH:76]=[N:75][C:74]=2[CH3:78])=[CH:69][CH:68]=1)=[O:64])=[O:56]. The catalyst is CN(C)C=O.O. The product is [CH3:80][C:79]([CH3:82])([CH3:81])[C@H:54]([NH:53][C:20](=[O:22])[CH2:19][O:18][CH2:17][CH2:16][CH2:15][O:14][CH2:13][CH2:12][O:11][S:8]([C:5]1[CH:4]=[CH:3][C:2]([CH3:1])=[CH:7][CH:6]=1)(=[O:9])=[O:10])[C:55]([N:57]1[CH2:61][C@H:60]([OH:62])[CH2:59][C@H:58]1[C:63]([NH:65][CH2:66][C:67]1[CH:72]=[CH:71][C:70]([C:73]2[S:77][CH:76]=[N:75][C:74]=2[CH3:78])=[CH:69][CH:68]=1)=[O:64])=[O:56]. The yield is 0.640. (2) The reactants are Cl[C:2]1[N:7]=[C:6]([C:8]2[N:12]3[CH:13]=[CH:14][CH:15]=[CH:16][C:11]3=[N:10][C:9]=2[C:17]2[CH:18]=[CH:19][C:20]([O:34][CH3:35])=[C:21]([CH:33]=2)[C:22]([NH:24][C:25]2[C:30]([F:31])=[CH:29][CH:28]=[CH:27][C:26]=2[F:32])=[O:23])[CH:5]=[CH:4][N:3]=1.[CH3:36][N:37]([CH2:39][C:40]1[O:44][C:43]([C:45]2[CH:51]=[CH:50][C:48]([NH2:49])=[C:47]([O:52][CH3:53])[CH:46]=2)=[N:42][N:41]=1)[CH3:38].Cl. The catalyst is C(O)C(F)(F)F. The product is [F:32][C:26]1[CH:27]=[CH:28][CH:29]=[C:30]([F:31])[C:25]=1[NH:24][C:22](=[O:23])[C:21]1[CH:33]=[C:17]([C:9]2[N:10]=[C:11]3[CH:16]=[CH:15][CH:14]=[CH:13][N:12]3[C:8]=2[C:6]2[CH:5]=[CH:4][N:3]=[C:2]([NH:49][C:48]3[CH:50]=[CH:51][C:45]([C:43]4[O:44][C:40]([CH2:39][N:37]([CH3:36])[CH3:38])=[N:41][N:42]=4)=[CH:46][C:47]=3[O:52][CH3:53])[N:7]=2)[CH:18]=[CH:19][C:20]=1[O:34][CH3:35]. The yield is 0.510. (3) The reactants are Cl[C:2]1[CH:17]=[CH:16][C:5]([C:6]([N:8]([CH3:15])[CH:9]2[CH2:14][CH2:13][O:12][CH2:11][CH2:10]2)=[O:7])=[C:4]([S:18][CH2:19][CH2:20][CH3:21])[N:3]=1.[NH:22]1[CH2:27][CH2:26][CH2:25][C@@H:24]([CH2:28][C:29]([O:31][CH3:32])=[O:30])[CH2:23]1.Cl.C(=O)([O-])[O-].[K+].[K+]. The catalyst is C(#N)CCC.C(Cl)Cl. The product is [CH3:15][N:8]([CH:9]1[CH2:14][CH2:13][O:12][CH2:11][CH2:10]1)[C:6]([C:5]1[CH:16]=[CH:17][C:2]([N:22]2[CH2:27][CH2:26][CH2:25][C@@H:24]([CH2:28][C:29]([O:31][CH3:32])=[O:30])[CH2:23]2)=[N:3][C:4]=1[S:18][CH2:19][CH2:20][CH3:21])=[O:7]. The yield is 0.570. (4) The reactants are [Br:1][C:2]1[CH:3]=[C:4]2[C:8](=[CH:9][CH:10]=1)[NH:7][CH2:6][CH2:5]2.[N+:11]([O-])([O-:13])=[O:12].[K+].C([O-])([O-])=O.[Na+].[Na+]. The catalyst is OS(O)(=O)=O. The product is [Br:1][C:2]1[CH:3]=[C:4]2[C:8](=[CH:9][C:10]=1[N+:11]([O-:13])=[O:12])[NH:7][CH2:6][CH2:5]2. The yield is 0.760. (5) The yield is 0.610. The reactants are [NH2:1][C:2]1[C:11]2[C:6](=[C:7](I)[C:8]([F:12])=[CH:9][CH:10]=2)[N:5]=[N:4][C:3]=1[C:14]([NH:16][CH:17]1[CH2:19][CH2:18]1)=[O:15].[F:20][C:21]1[CH:22]=[C:23](B(O)O)[CH:24]=[N:25][C:26]=1[O:27][CH3:28]. No catalyst specified. The product is [NH2:1][C:2]1[C:11]2[C:6](=[C:7]([C:23]3[CH:24]=[N:25][C:26]([O:27][CH3:28])=[C:21]([F:20])[CH:22]=3)[C:8]([F:12])=[CH:9][CH:10]=2)[N:5]=[N:4][C:3]=1[C:14]([NH:16][CH:17]1[CH2:19][CH2:18]1)=[O:15].